This data is from Forward reaction prediction with 1.9M reactions from USPTO patents (1976-2016). The task is: Predict the product of the given reaction. (1) The product is: [Br:1][C:2]1[N:3]([CH:18]2[CH2:23][CH2:22][CH2:21][CH2:20][O:19]2)[C:4]2[C:9]([N:10]=1)=[C:8]([NH2:11])[N:7]=[C:6]([NH:12][C@@H:13]([CH3:17])[CH2:14][CH2:15][CH3:16])[N:5]=2. Given the reactants [Br:1][C:2]1[N:3]([CH:18]2[CH2:23][CH2:22][CH2:21][CH2:20][O:19]2)[C:4]2[C:9]([N:10]=1)=[C:8]([NH2:11])[N:7]=[C:6]([NH:12][C@H:13]([CH3:17])[CH2:14][CH2:15][CH3:16])[N:5]=2.C[C@H](NC1N=C2C(N=CN2C2CCCCO2)=C(N)N=1)CCC, predict the reaction product. (2) Given the reactants [NH:1]1[CH2:6][CH2:5][CH:4]([N:7]2[CH2:12][CH2:11][C:10](=[O:13])[NH:9][C:8]2=[O:14])[CH2:3][CH2:2]1.C1C=CC2N(O)N=NC=2C=1.[Cl:25][C:26]1[CH:27]=[C:28]2[C:33](=[CH:34][CH:35]=1)[CH:32]=[C:31]([S:36]([CH2:39][C@@H:40]([OH:44])[C:41](O)=[O:42])(=[O:38])=[O:37])[CH:30]=[CH:29]2.CCN=C=NCCCN(C)C, predict the reaction product. The product is: [Cl:25][C:26]1[CH:27]=[C:28]2[C:33](=[CH:34][CH:35]=1)[CH:32]=[C:31]([S:36]([CH2:39][C@@H:40]([OH:44])[C:41]([N:1]1[CH2:2][CH2:3][CH:4]([N:7]3[CH2:12][CH2:11][C:10](=[O:13])[NH:9][C:8]3=[O:14])[CH2:5][CH2:6]1)=[O:42])(=[O:37])=[O:38])[CH:30]=[CH:29]2. (3) Given the reactants [C:1]([C:4]1[CH:5]=[C:6]([C:10]2[N:11]=[CH:12][N:13]([C:15]([N:17]([CH:19]3[CH2:24][CH2:23][N:22]([CH2:25][C:26]4[CH:31]=[CH:30][C:29]([O:32][CH3:33])=[CH:28][CH:27]=4)[CH2:21][CH2:20]3)[CH3:18])=[O:16])[CH:14]=2)[CH:7]=[CH:8][CH:9]=1)(=[O:3])[NH2:2].[ClH:34].C(OCC)C, predict the reaction product. The product is: [ClH:34].[C:1]([C:4]1[CH:5]=[C:6]([C:10]2[N:11]=[CH:12][N:13]([C:15]([N:17]([CH:19]3[CH2:20][CH2:21][N:22]([CH2:25][C:26]4[CH:27]=[CH:28][C:29]([O:32][CH3:33])=[CH:30][CH:31]=4)[CH2:23][CH2:24]3)[CH3:18])=[O:16])[CH:14]=2)[CH:7]=[CH:8][CH:9]=1)(=[O:3])[NH2:2]. (4) The product is: [C:19]([C:21]1[N:26]=[CH:25][C:24]([C:27]2[C:39]3[C:38]4[C:33](=[CH:34][CH:35]=[CH:36][CH:37]=4)[N:32]([C:40]4[CH:41]=[CH:42][C:43]([C:44]([O:46][C:47]([CH3:48])([CH3:49])[CH3:50])=[O:45])=[C:51]([NH:7][CH:8]5[CH2:9][C:10]([CH3:18])([CH3:17])[N:11]([CH3:16])[C:12]([CH3:14])([CH3:15])[CH2:13]5)[CH:52]=4)[C:31]=3[CH:30]=[CH:29][CH:28]=2)=[CH:23][CH:22]=1)#[N:20]. Given the reactants C(=O)([O-])[O-].[K+].[K+].[NH2:7][CH:8]1[CH2:13][C:12]([CH3:15])([CH3:14])[N:11]([CH3:16])[C:10]([CH3:18])([CH3:17])[CH2:9]1.[C:19]([C:21]1[N:26]=[CH:25][C:24]([C:27]2[C:39]3[C:38]4[C:33](=[CH:34][CH:35]=[CH:36][CH:37]=4)[N:32]([C:40]4[CH:52]=[CH:51][C:43]([C:44]([O:46][C:47]([CH3:50])([CH3:49])[CH3:48])=[O:45])=[C:42](F)[CH:41]=4)[C:31]=3[CH:30]=[CH:29][CH:28]=2)=[CH:23][CH:22]=1)#[N:20], predict the reaction product. (5) Given the reactants [CH:1]([O:4][C:5](=[O:34])[CH2:6][CH2:7][CH2:8][CH2:9][CH2:10][O:11][C:12]1[C:13]([NH2:33])=[CH:14][C:15]2[N:19]=[C:18]([C:20]3[CH:25]=[CH:24][CH:23]=[CH:22][CH:21]=3)[N:17]([C:26]3[CH:31]=[CH:30][CH:29]=[CH:28][CH:27]=3)[C:16]=2[CH:32]=1)([CH3:3])[CH3:2].[CH3:35][O:36][C:37]1[CH:42]=[CH:41][C:40]([S:43](Cl)(=[O:45])=[O:44])=[CH:39][CH:38]=1, predict the reaction product. The product is: [CH:1]([O:4][C:5](=[O:34])[CH2:6][CH2:7][CH2:8][CH2:9][CH2:10][O:11][C:12]1[C:13]([NH:33][S:43]([C:40]2[CH:39]=[CH:38][C:37]([O:36][CH3:35])=[CH:42][CH:41]=2)(=[O:45])=[O:44])=[CH:14][C:15]2[N:19]=[C:18]([C:20]3[CH:21]=[CH:22][CH:23]=[CH:24][CH:25]=3)[N:17]([C:26]3[CH:27]=[CH:28][CH:29]=[CH:30][CH:31]=3)[C:16]=2[CH:32]=1)([CH3:3])[CH3:2]. (6) Given the reactants [CH2:1]([Li])CCC.[CH:6]([O:9][C:10]1[CH:17]=[CH:16][C:15]([O:18][CH:19]([CH3:21])[CH3:20])=[CH:14][C:11]=1[CH:12]=O)([CH3:8])[CH3:7].O, predict the reaction product. The product is: [CH:6]([O:9][C:10]1[CH:17]=[CH:16][C:15]([O:18][CH:19]([CH3:21])[CH3:20])=[CH:14][C:11]=1[CH:12]=[CH2:1])([CH3:8])[CH3:7]. (7) Given the reactants [ClH:1].[OH:2][C@H:3]([C:24]1[CH:33]=[CH:32][C:27]2[C:28](=[O:31])[O:29][CH2:30][C:26]=2[C:25]=1[CH3:34])[CH2:4]N1CCC2(CN(C3SC(S(C)(=O)=O)=NN=3)CC2)CC1.Cl.[CH3:36][S:37]([C:40]1[CH:45]=[CH:44][C:43]([N:46]2[CH2:50][CH2:49][C:48]3([CH2:55][CH2:54][NH:53][CH2:52][CH2:51]3)[C:47]2=[O:56])=[CH:42][CH:41]=1)(=[O:39])=[O:38].CC1C([C@@H]2CO2)=CC=C2C=1COC2=O, predict the reaction product. The product is: [ClH:1].[OH:2][C@H:3]([C:24]1[CH:33]=[CH:32][C:27]2[C:28](=[O:31])[O:29][CH2:30][C:26]=2[C:25]=1[CH3:34])[CH2:4][N:53]1[CH2:54][CH2:55][C:48]2([C:47](=[O:56])[N:46]([C:43]3[CH:44]=[CH:45][C:40]([S:37]([CH3:36])(=[O:38])=[O:39])=[CH:41][CH:42]=3)[CH2:50][CH2:49]2)[CH2:51][CH2:52]1.